Regression/Classification. Given a drug SMILES string, predict its absorption, distribution, metabolism, or excretion properties. Task type varies by dataset: regression for continuous measurements (e.g., permeability, clearance, half-life) or binary classification for categorical outcomes (e.g., BBB penetration, CYP inhibition). Dataset: cyp3a4_veith. From a dataset of CYP3A4 inhibition data for predicting drug metabolism from PubChem BioAssay. (1) The drug is COc1ccccc1NC(=O)CN1CCN(c2ccccc2F)CC1. The result is 0 (non-inhibitor). (2) The molecule is c1ccc(CNc2ncnc3nc[nH]c23)cc1. The result is 0 (non-inhibitor). (3) The compound is Cc1noc2ncnc(Oc3ccc4ccccc4c3)c12. The result is 0 (non-inhibitor). (4) The molecule is COCC(=O)N1CCC2(CCCN(Cc3cc(C(F)(F)F)cc(C(F)(F)F)c3)C2)CC1. The result is 1 (inhibitor). (5) The molecule is Cc1cc(NC(=O)c2ccc(S(=O)(=O)N(C)C)cc2)n(-c2ccccn2)n1. The result is 0 (non-inhibitor). (6) The drug is Nc1nc(SCc2ccccn2)c2ncn(C3CCCC3)c2n1. The result is 0 (non-inhibitor). (7) The compound is COCCn1c(=O)cnc2cnc(Nc3ccccc3)nc21. The result is 0 (non-inhibitor). (8) The molecule is COc1ncc2nc(C)c(=O)n(Cc3cccs3)c2n1. The result is 1 (inhibitor).